This data is from Full USPTO retrosynthesis dataset with 1.9M reactions from patents (1976-2016). The task is: Predict the reactants needed to synthesize the given product. (1) Given the product [CH2:2]([C:3]1[C:12]2[C:11](=[O:13])[N:10]([CH2:14][CH2:15][CH2:16][O:17][CH:18]=[O:19])[C:9](=[O:24])[N:8]([CH3:25])[C:7]=2[N:6]=[CH:5][C:4]=1[O:26][C:27]1[CH:32]=[CH:31][CH:30]=[C:29]([CH:33]([CH3:35])[CH3:34])[CH:28]=1)[C:36]1[CH:41]=[CH:40][CH:39]=[CH:38][CH:37]=1, predict the reactants needed to synthesize it. The reactants are: O[CH:2]([C:36]1[CH:41]=[CH:40][CH:39]=[CH:38][CH:37]=1)[C:3]1[C:12]2[C:11](=[O:13])[N:10]([CH2:14][CH2:15][CH2:16][O:17][CH:18]3CCCC[O:19]3)[C:9](=[O:24])[N:8]([CH3:25])[C:7]=2[N:6]=[CH:5][C:4]=1[O:26][C:27]1[CH:32]=[CH:31][CH:30]=[C:29]([CH:33]([CH3:35])[CH3:34])[CH:28]=1. (2) Given the product [Cl:25][C:22]1[CH:21]=[CH:20][C:19]([CH:14]([N:1]2[CH:5]=[CH:4][N:3]=[CH:2]2)[C:15]([O:17][CH3:18])=[O:16])=[CH:24][CH:23]=1, predict the reactants needed to synthesize it. The reactants are: [NH:1]1[CH:5]=[CH:4][N:3]=[CH:2]1.C(N(CC)CC)C.Br[CH:14]([C:19]1[CH:24]=[CH:23][C:22]([Cl:25])=[CH:21][CH:20]=1)[C:15]([O:17][CH3:18])=[O:16].O.